From a dataset of Buchwald-Hartwig C-N cross coupling reaction yields with 55,370 reactions. Predict the reaction yield, written as a fraction of the theoretical maximum amount of product (1.0 means a 100% yield; for example, 0.34 means a 34% yield). The reactants are Brc1ccccn1.Cc1ccc(N)cc1.O=S(=O)(O[Pd]1c2ccccc2-c2ccccc2N~1)C(F)(F)F.CC(C)c1cc(C(C)C)c(-c2ccccc2P(C2CCCCC2)C2CCCCC2)c(C(C)C)c1.CN(C)C(=NC(C)(C)C)N(C)C.CCOC(=O)c1cnoc1C. No catalyst specified. The product is Cc1ccc(Nc2ccccn2)cc1. The yield is 0.185.